From a dataset of Catalyst prediction with 721,799 reactions and 888 catalyst types from USPTO. Predict which catalyst facilitates the given reaction. (1) Reactant: [F:1][C:2]1[CH:10]=[C:9]([O:11][CH2:12][CH2:13][C@@H:14]2[CH2:16][C@@H:15]2[CH:17]2[CH2:22][CH2:21][N:20]([CH2:23][C:24]([F:27])([F:26])[F:25])[CH2:19][CH2:18]2)[CH:8]=[C:7]([F:28])[C:3]=1[C:4]([OH:6])=O.C(Cl)CCl.C1C=C[C:36]2N(O)N=[N:39][C:37]=2[CH:38]=1.CCN(C(C)C)C(C)C.C1(N)CC1. Product: [CH:37]1([NH:39][C:4](=[O:6])[C:3]2[C:2]([F:1])=[CH:10][C:9]([O:11][CH2:12][CH2:13][C@@H:14]3[CH2:16][C@@H:15]3[CH:17]3[CH2:22][CH2:21][N:20]([CH2:23][C:24]([F:27])([F:26])[F:25])[CH2:19][CH2:18]3)=[CH:8][C:7]=2[F:28])[CH2:38][CH2:36]1. The catalyst class is: 2. (2) Reactant: C[O:2][C:3](=[O:29])[CH2:4][CH2:5][CH2:6][N:7]1C[CH2:11][CH2:10][CH2:9][C@@H:8]1[CH2:13][O:14][C:15]1[CH:20]=[CH:19][C:18]([CH2:21][C:22]2[CH:27]=[CH:26][C:25]([Cl:28])=[CH:24][CH:23]=2)=[CH:17][CH:16]=1.CO. Product: [Cl:28][C:25]1[CH:24]=[CH:23][C:22]([CH2:21][C:18]2[CH:17]=[CH:16][C:15]([O:14][CH2:13][C@H:8]3[CH2:9][CH2:10][CH2:11][N:7]3[CH2:6][CH2:5][CH2:4][C:3]([OH:2])=[O:29])=[CH:20][CH:19]=2)=[CH:27][CH:26]=1. The catalyst class is: 6. (3) Reactant: [NH2:1][CH2:2][C:3]1[C:4]([F:24])=[CH:5][C:6]([Cl:23])=[C:7]([C:9]2[NH:10][C:11](=[O:22])[N:12]([C:14]3[CH:19]=[CH:18][C:17]([F:20])=[C:16]([Cl:21])[CH:15]=3)[N:13]=2)[CH:8]=1.[C:25](Cl)(=[O:30])[C:26]([CH3:29])([CH3:28])[CH3:27]. Product: [Cl:23][C:6]1[C:7]([C:9]2[NH:10][C:11](=[O:22])[N:12]([C:14]3[CH:19]=[CH:18][C:17]([F:20])=[C:16]([Cl:21])[CH:15]=3)[N:13]=2)=[CH:8][C:3]([CH2:2][NH:1][C:25](=[O:30])[C:26]([CH3:29])([CH3:28])[CH3:27])=[C:4]([F:24])[CH:5]=1. The catalyst class is: 1. (4) Reactant: [NH2:1][CH2:2][CH2:3][CH2:4][N:5]1[CH2:9][CH2:8][CH2:7][C:6]1=[O:10].S=[C:12]1[CH2:16][S:15][C:14](=[O:17])[NH:13]1. Product: [O:10]=[C:6]1[CH2:7][CH2:8][CH2:9][N:5]1[CH2:4][CH2:3][CH2:2][NH:1][C:12]1[CH2:16][S:15][C:14](=[O:17])[N:13]=1. The catalyst class is: 8. (5) Reactant: [NH2:1][C@H:2]([C:43]1[CH:48]=[CH:47][CH:46]=[CH:45][CH:44]=1)[C:3]([N:5]1[CH2:9][CH2:8][CH2:7][C@H:6]1[C:10]([NH:12][CH:13]1[CH2:16][CH:15]([C:17]2[CH:22]=[CH:21][C:20]([C:23]3[N:24]=[C:25]([C@@H:28]4[CH2:32][CH2:31][CH2:30][N:29]4[C:33](=[O:42])[C@H:34]([NH2:41])[C:35]4[CH:40]=[CH:39][CH:38]=[CH:37][CH:36]=4)[NH:26][CH:27]=3)=[CH:19][CH:18]=2)[CH2:14]1)=[O:11])=[O:4].[CH:49]1([C:52]([OH:54])=O)[CH2:51][CH2:50]1.CCN([CH:61]([CH3:63])[CH3:62])C(C)C.CN([C:67]([O:71]N1N=NC2C=CC=NC1=2)=[N+](C)C)C.F[P-](F)(F)(F)(F)F. Product: [CH:49]1([C:52]([NH:1][C@H:2]([C:43]2[CH:44]=[CH:45][CH:46]=[CH:47][CH:48]=2)[C:3]([N:5]2[CH2:9][CH2:8][CH2:7][C@H:6]2[C:10]([NH:12][CH:13]2[CH2:14][CH:15]([C:17]3[CH:18]=[CH:19][C:20]([C:23]4[N:24]=[C:25]([C@@H:28]5[CH2:32][CH2:31][CH2:30][N:29]5[C:33](=[O:42])[C@H:34]([NH:41][C:67]([CH:61]5[CH2:63][CH2:62]5)=[O:71])[C:35]5[CH:40]=[CH:39][CH:38]=[CH:37][CH:36]=5)[NH:26][CH:27]=4)=[CH:21][CH:22]=3)[CH2:16]2)=[O:11])=[O:4])=[O:54])[CH2:51][CH2:50]1. The catalyst class is: 4. (6) Reactant: C(S([O-])(=O)=O)(F)(F)F.C(S([O-])(=O)=O)(F)(F)F.C(S([O-])(=O)=O)(F)(F)F.[Yb+3].[CH3:26][C:27]1[O:31][N:30]=[C:29]([C:32]2[CH:37]=[CH:36][C:35]([NH2:38])=[CH:34][CH:33]=2)[N:28]=1.[F:39][C:40]1[C:49]2[O:48][CH2:47][CH2:46][O:45][C:44]=2[C:43]([O:50][CH3:51])=[CH:42][C:41]=1[CH:52]=O.C[Si]([C:58]#[N:59])(C)C. Product: [F:39][C:40]1[C:49]2[O:48][CH2:47][CH2:46][O:45][C:44]=2[C:43]([O:50][CH3:51])=[CH:42][C:41]=1[CH:52]([NH:38][C:35]1[CH:36]=[CH:37][C:32]([C:29]2[N:28]=[C:27]([CH3:26])[O:31][N:30]=2)=[CH:33][CH:34]=1)[C:58]#[N:59]. The catalyst class is: 1.